From a dataset of Reaction yield outcomes from USPTO patents with 853,638 reactions. Predict the reaction yield, written as a fraction of the theoretical maximum amount of product (1.0 means a 100% yield; for example, 0.34 means a 34% yield). (1) The reactants are [NH2:1]/[C:2](=[N:27]\[O:28][C:29](OCC)=[O:30])/[CH2:3][N:4]1[C:13]2[C:8](=[CH:9][CH:10]=[CH:11][CH:12]=2)[CH2:7][CH:6]([NH:14][C:15]([C:17]2[NH:21][C:20]3[S:22][C:23]([Cl:25])=[CH:24][C:19]=3[CH:18]=2)=[O:16])[C:5]1=[O:26]. The catalyst is O1CCOCC1. The product is [Cl:25][C:23]1[S:22][C:20]2[NH:21][C:17]([C:15]([NH:14][CH:6]3[CH2:7][C:8]4[C:13](=[CH:12][CH:11]=[CH:10][CH:9]=4)[N:4]([CH2:3][C:2]4[NH:1][C:29](=[O:30])[O:28][N:27]=4)[C:5]3=[O:26])=[O:16])=[CH:18][C:19]=2[CH:24]=1. The yield is 0.870. (2) The reactants are [F:1][C:2]1[CH:7]=[C:6]([F:8])[CH:5]=[CH:4][C:3]=1[C:9]1[N:10]=[C:11]([CH:26]2[CH2:31][CH2:30][NH:29][CH2:28][CH2:27]2)[S:12][C:13]=1[C:14]1[CH:15]=[CH:16][C:17]2[N:18]([C:20]([CH:23]([CH3:25])[CH3:24])=[N:21][N:22]=2)[N:19]=1.[CH3:32][S:33](Cl)(=[O:35])=[O:34]. The catalyst is C(Cl)Cl. The product is [F:1][C:2]1[CH:7]=[C:6]([F:8])[CH:5]=[CH:4][C:3]=1[C:9]1[N:10]=[C:11]([CH:26]2[CH2:31][CH2:30][N:29]([S:33]([CH3:32])(=[O:35])=[O:34])[CH2:28][CH2:27]2)[S:12][C:13]=1[C:14]1[CH:15]=[CH:16][C:17]2[N:18]([C:20]([CH:23]([CH3:25])[CH3:24])=[N:21][N:22]=2)[N:19]=1. The yield is 0.480. (3) The reactants are [CH:1]1([N:5]2[CH2:10][CH2:9][N:8]([C:11]([C:13]3[CH:14]=[C:15]4[C:19](=[CH:20][CH:21]=3)[NH:18][C:17]([C:22]([N:24]3[CH2:29][CH2:28][S:27](=[O:31])(=[O:30])[CH2:26][CH2:25]3)=[O:23])=[CH:16]4)=[O:12])[CH2:7][CH2:6]2)[CH2:4][CH2:3][CH2:2]1.[Cl:32][C:33]1[CH:38]=[C:37](B(O)O)[CH:36]=[CH:35][N:34]=1.N1C=CC=CC=1. The catalyst is ClCCl.C([O-])(=O)C.[Cu+2].C([O-])(=O)C. The product is [Cl:32][C:33]1[CH:38]=[C:37]([N:18]2[C:19]3[C:15](=[CH:14][C:13]([C:11]([N:8]4[CH2:7][CH2:6][N:5]([CH:1]5[CH2:2][CH2:3][CH2:4]5)[CH2:10][CH2:9]4)=[O:12])=[CH:21][CH:20]=3)[CH:16]=[C:17]2[C:22]([N:24]2[CH2:29][CH2:28][S:27](=[O:30])(=[O:31])[CH2:26][CH2:25]2)=[O:23])[CH:36]=[CH:35][N:34]=1. The yield is 0.320.